From a dataset of Reaction yield outcomes from USPTO patents with 853,638 reactions. Predict the reaction yield, written as a fraction of the theoretical maximum amount of product (1.0 means a 100% yield; for example, 0.34 means a 34% yield). (1) The product is [C:1]([NH:8][C@@H:9]1[CH2:13][CH2:12][C@H:11]([C:14]([NH:16][C:17]2[CH:22]=[C:21]([C:23]3[CH:28]=[CH:27][C:26]([F:29])=[CH:25][C:24]=3[O:30][CH3:31])[CH:32]=[CH:19][N:18]=2)=[O:15])[CH2:10]1)(=[O:3])[CH3:2]. The reactants are [C:1](OC(=O)C)(=[O:3])[CH3:2].[NH2:8][C@@H:9]1[CH2:13][CH2:12][C@H:11]([C:14]([NH:16][C:17]2[CH:22]=[C:21]([C:23]3[CH:28]=[CH:27][C:26]([F:29])=[CH:25][C:24]=3[O:30][CH3:31])N=[CH:19][N:18]=2)=[O:15])[CH2:10]1.[CH3:32]C(O)=O.O. The catalyst is C(Cl)Cl. The yield is 0.803. (2) The reactants are [C:1]([O:5][C:6]([N:8]1[CH2:17][CH2:16][C:15]2[C:10](=[CH:11][CH:12]=[C:13]([O:18][C:19]3[CH:24]=[CH:23][C:22]([C:25]#[N:26])=[CH:21][CH:20]=3)[CH:14]=2)[CH2:9]1)=[O:7])([CH3:4])([CH3:3])[CH3:2].[OH-:27].[K+]. The catalyst is C(O)(C)(C)C. The product is [C:1]([O:5][C:6]([N:8]1[CH2:17][CH2:16][C:15]2[C:10](=[CH:11][CH:12]=[C:13]([O:18][C:19]3[CH:24]=[CH:23][C:22]([C:25](=[O:27])[NH2:26])=[CH:21][CH:20]=3)[CH:14]=2)[CH2:9]1)=[O:7])([CH3:4])([CH3:2])[CH3:3]. The yield is 0.950. (3) The reactants are [CH:1]([C:3]1[CH:4]=[CH:5][C:6]([N:11]2[CH:15]=[N:14][C:13]([N+:16]([O-:18])=[O:17])=[N:12]2)=[C:7]([CH:10]=1)[C:8]#[N:9])=O.[C:19]([O-])([O-])=O.[K+].[K+]. The catalyst is O1CCOCC1.[Br-].C[P+](C1C=CC=CC=1)(C1C=CC=CC=1)C1C=CC=CC=1. The product is [N+:16]([C:13]1[N:14]=[CH:15][N:11]([C:6]2[CH:5]=[CH:4][C:3]([CH:1]=[CH2:19])=[CH:10][C:7]=2[C:8]#[N:9])[N:12]=1)([O-:18])=[O:17]. The yield is 0.700. (4) The reactants are [C:1]1([C:7]2[NH:8][C:9]3[CH:10]=[CH:11][CH:12]=[C:13]4[C:19](=O)[NH:18][CH2:17][CH2:16][C:15]=2[C:14]=34)[CH:6]=[CH:5][CH:4]=[CH:3][CH:2]=1.COC1C=CC(P2(SP(C3C=CC(OC)=CC=3)(=S)S2)=[S:30])=CC=1. The catalyst is C1(C)C=CC=CC=1.O. The product is [C:1]1([C:7]2[NH:8][C:9]3[CH:10]=[CH:11][CH:12]=[C:13]4[C:19](=[S:30])[NH:18][CH2:17][CH2:16][C:15]=2[C:14]=34)[CH:6]=[CH:5][CH:4]=[CH:3][CH:2]=1. The yield is 0.680. (5) The reactants are [CH3:1][C:2]1[CH:3]=[C:4]([NH:8][C:9]2[S:10][C:11]([CH:20]=O)=[C:12]([C:14]3[CH:19]=[CH:18][N:17]=[CH:16][CH:15]=3)[N:13]=2)[CH:5]=[CH:6][CH:7]=1.C1(P(=[CH:41][C:42]([O:44][CH3:45])=[O:43])(C2C=CC=CC=2)C2C=CC=CC=2)C=CC=CC=1. The catalyst is C(Cl)Cl. The product is [CH3:1][C:2]1[CH:3]=[C:4]([NH:8][C:9]2[S:10][C:11](/[CH:20]=[CH:41]/[C:42]([O:44][CH3:45])=[O:43])=[C:12]([C:14]3[CH:15]=[CH:16][N:17]=[CH:18][CH:19]=3)[N:13]=2)[CH:5]=[CH:6][CH:7]=1. The yield is 0.540. (6) The reactants are C([Li])CCC.C(NC(C)C)(C)C.[F:13][C:14]1[CH:19]=[CH:18][C:17]([F:20])=[CH:16][N:15]=1.[I:21]I. The catalyst is O1CCCC1.O. The product is [F:13][C:14]1[CH:19]=[C:18]([I:21])[C:17]([F:20])=[CH:16][N:15]=1. The yield is 0.440. (7) The yield is 0.800. The reactants are O1CCCC1.[C:6]([O:14][C:15]1[CH:20]=[CH:19][C:18]([C:21](=[O:24])[CH2:22][CH3:23])=[CH:17][CH:16]=1)(=[O:13])[C:7]1[CH:12]=[CH:11][CH:10]=[CH:9][CH:8]=1.[Br:25]Br.C(=O)([O-])O.[Na+]. The catalyst is C(OCC)(=O)C.CCCCCC. The product is [C:6]([O:14][C:15]1[CH:16]=[CH:17][C:18]([C:21](=[O:24])[CH:22]([Br:25])[CH3:23])=[CH:19][CH:20]=1)(=[O:13])[C:7]1[CH:8]=[CH:9][CH:10]=[CH:11][CH:12]=1. (8) The reactants are [Cl:1][C:2]1[CH:3]=[C:4]([CH:8]([C:16]2([OH:22])[CH2:21][CH2:20][CH2:19][CH2:18][CH2:17]2)[CH2:9][N:10]2[CH2:15][CH2:14][NH:13][CH2:12][CH2:11]2)[CH:5]=[CH:6][CH:7]=1.[ClH:23].C(OCC)C. The catalyst is CO. The product is [ClH:1].[ClH:23].[Cl:1][C:2]1[CH:3]=[C:4]([CH:8]([C:16]2([OH:22])[CH2:17][CH2:18][CH2:19][CH2:20][CH2:21]2)[CH2:9][N:10]2[CH2:15][CH2:14][NH:13][CH2:12][CH2:11]2)[CH:5]=[CH:6][CH:7]=1. The yield is 0.600. (9) The reactants are [CH:1]([CH:4]([C:8]([OH:10])=[O:9])[C:5](O)=[O:6])([CH3:3])[CH3:2].CC(C)N=C=NC(C)C.[I:20][C:21]1[CH:27]=[CH:26][C:24]([NH2:25])=[CH:23][CH:22]=1. The catalyst is C(Cl)(Cl)Cl.CCOC(C)=O. The product is [I:20][C:21]1[CH:27]=[CH:26][C:24]([NH:25][C:5]([CH:4]([CH:1]([CH3:3])[CH3:2])[C:8]([OH:10])=[O:9])=[O:6])=[CH:23][CH:22]=1. The yield is 0.130. (10) The reactants are N1C=CN=C1.C1CCN2C(=NCCC2)CC1.[C:17]1([CH2:23][C:24](Cl)=[O:25])[CH:22]=[CH:21][CH:20]=[CH:19][CH:18]=1.[NH2:27][C:28]1[O:32][N:31]=[C:30]([C:33]2[CH:38]=[CH:37][C:36]([F:39])=[CH:35][CH:34]=2)[C:29]=1[C:40]1[CH:45]=[CH:44][N:43]=[CH:42][N:41]=1. The catalyst is C1COCC1. The product is [F:39][C:36]1[CH:37]=[CH:38][C:33]([C:30]2[C:29]([C:40]3[CH:45]=[CH:44][N:43]=[CH:42][N:41]=3)=[C:28]([NH:27][C:24](=[O:25])[CH2:23][C:17]3[CH:22]=[CH:21][CH:20]=[CH:19][CH:18]=3)[O:32][N:31]=2)=[CH:34][CH:35]=1. The yield is 0.660.